This data is from CYP2C9 inhibition data for predicting drug metabolism from PubChem BioAssay. The task is: Regression/Classification. Given a drug SMILES string, predict its absorption, distribution, metabolism, or excretion properties. Task type varies by dataset: regression for continuous measurements (e.g., permeability, clearance, half-life) or binary classification for categorical outcomes (e.g., BBB penetration, CYP inhibition). Dataset: cyp2c9_veith. (1) The drug is CC1=C(C)/C(=N\OC(=O)/C=C/c2ccccc2)C=CC1=O. The result is 0 (non-inhibitor). (2) The molecule is C=CCSC1=Nc2sccc2C2=NC(=O)CN12. The result is 0 (non-inhibitor). (3) The result is 1 (inhibitor). The drug is Cn1c2c(c(=O)n(C)c1=O)C(C(F)(F)F)(C(F)(F)F)N=C(c1ccc(Cl)cc1)N2. (4) The drug is COCCn1c(=O)c(-c2cn(C)c3ccccc23)nc2cnc(Oc3ccc(OC)cc3)nc21. The result is 0 (non-inhibitor). (5) The compound is CCCn1c(=O)c(C)cn2nc(N)nc12. The result is 1 (inhibitor). (6) The drug is Cn1cc(-c2nc3cnc(N4CCNCC4)nc3n(CCc3ccccc3)c2=O)c2ccccc21. The result is 1 (inhibitor).